Dataset: Full USPTO retrosynthesis dataset with 1.9M reactions from patents (1976-2016). Task: Predict the reactants needed to synthesize the given product. (1) Given the product [C:14]([NH:13][C:11]1[S:12][C:8]2[C:7]([C:19]#[N:20])=[C:6]([O:5][C:4]3[CH:3]=[C:2]([NH:1][C:33](=[O:34])[CH2:32][C:28]4[CH:29]=[CH:30][CH:31]=[C:26]([C:25]([F:36])([F:24])[F:37])[CH:27]=4)[CH:23]=[CH:22][CH:21]=3)[CH:18]=[CH:17][C:9]=2[N:10]=1)(=[O:16])[CH3:15], predict the reactants needed to synthesize it. The reactants are: [NH2:1][C:2]1[CH:3]=[C:4]([CH:21]=[CH:22][CH:23]=1)[O:5][C:6]1[CH:18]=[CH:17][C:9]2[N:10]=[C:11]([NH:13][C:14](=[O:16])[CH3:15])[S:12][C:8]=2[C:7]=1[C:19]#[N:20].[F:24][C:25]([F:37])([F:36])[C:26]1[CH:27]=[C:28]([CH2:32][C:33](O)=[O:34])[CH:29]=[CH:30][CH:31]=1.F[P-](F)(F)(F)(F)F.N1(OC(N(C)C)=[N+](C)C)C2N=CC=CC=2N=N1.N1C=CC=CC=1. (2) Given the product [CH3:12][CH:13]([CH3:27])[CH2:14][N:15]1[C:16]2[C:25]3[N:24]=[CH:23][CH:22]=[CH:21][C:20]=3[N:19]=[CH:18][C:17]=2[N:26]=[CH:1]1, predict the reactants needed to synthesize it. The reactants are: [C:1](OC(OCC)OCC)(=O)C.[CH3:12][CH:13]([CH3:27])[CH2:14][NH:15][C:16]1[C:25]2[C:20](=[CH:21][CH:22]=[CH:23][N:24]=2)[N:19]=[CH:18][C:17]=1[NH2:26].C(=O)([O-])[O-].[K+].[K+]. (3) Given the product [C:1]([C:5]1[S:9]/[C:8](=[N:10]\[C:25](=[O:26])[C:24]2[CH:28]=[C:20]([Cl:19])[CH:21]=[CH:22][C:23]=2[O:29][CH3:30])/[N:7]([CH2:11][C:12]2([OH:18])[CH2:13][CH2:14][CH2:15][CH2:16][CH2:17]2)[CH:6]=1)([CH3:4])([CH3:2])[CH3:3], predict the reactants needed to synthesize it. The reactants are: [C:1]([C:5]1[S:9][C:8](=[NH:10])[N:7]([CH2:11][C:12]2([OH:18])[CH2:17][CH2:16][CH2:15][CH2:14][CH2:13]2)[CH:6]=1)([CH3:4])([CH3:3])[CH3:2].[Cl:19][C:20]1[CH:21]=[CH:22][C:23]([O:29][CH3:30])=[C:24]([CH:28]=1)[C:25](O)=[O:26].S(Cl)(Cl)=O.C(N(CC)CC)C. (4) Given the product [CH3:1][N:2]1[CH:6]=[CH:5][C:4]([C:7]2[N:12]=[C:11]([NH2:13])[C:10]([NH2:14])=[CH:9][CH:8]=2)=[N:3]1, predict the reactants needed to synthesize it. The reactants are: [CH3:1][N:2]1[CH:6]=[CH:5][C:4]([C:7]2[N:12]=[C:11]([NH2:13])[C:10]([N+:14]([O-])=O)=[CH:9][CH:8]=2)=[N:3]1.CCO.